The task is: Predict the reactants needed to synthesize the given product.. This data is from Full USPTO retrosynthesis dataset with 1.9M reactions from patents (1976-2016). (1) Given the product [OH:13][C:11]1[C:3]2[C:4]3[CH2:10][CH2:9][CH2:8][CH2:7][C:5]=3[S:6][C:2]=2[N:1]=[C:21]([CH2:20][C:19]([O:18][CH2:16][CH3:17])=[O:23])[N:22]=1, predict the reactants needed to synthesize it. The reactants are: [NH2:1][C:2]1[S:6][C:5]2[CH2:7][CH2:8][CH2:9][CH2:10][C:4]=2[C:3]=1[C:11]([O:13]CC)=O.[CH2:16]([O:18][C:19](=[O:23])[CH2:20][C:21]#[N:22])[CH3:17].C([O-])(O)=O.[Na+]. (2) Given the product [NH2:11][C:9]1[N:8]=[CH:7][N:6]=[C:5]2[N:4]([C@@H:21]3[CH2:17][CH2:18][N:19]([C:22]([O:24][C:25]([CH3:28])([CH3:27])[CH3:26])=[O:23])[CH2:20]3)[N:3]=[C:2]([I:1])[C:10]=12, predict the reactants needed to synthesize it. The reactants are: [I:1][C:2]1[C:10]2[C:5](=[N:6][CH:7]=[N:8][C:9]=2[NH2:11])[NH:4][N:3]=1.CS(O[C@H:17]1[CH2:21][CH2:20][N:19]([C:22]([O:24][C:25]([CH3:28])([CH3:27])[CH3:26])=[O:23])[CH2:18]1)(=O)=O.C(=O)([O-])[O-].[K+].[K+].O. (3) Given the product [CH3:19][N:20]1[CH:24]=[C:23]([C:25]2[C:29]([CH3:30])=[C:28]([NH:31][C:32]([NH:18][CH:10]([C:6]3[CH:7]=[CH:8][CH:9]=[C:4]([CH2:3][O:2][CH3:1])[CH:5]=3)[CH2:11][C:12]3[CH:17]=[CH:16][CH:15]=[CH:14][CH:13]=3)=[O:33])[N:27]([C:41]3[CH:46]=[CH:45][CH:44]=[CH:43][CH:42]=3)[N:26]=2)[CH:22]=[N:21]1, predict the reactants needed to synthesize it. The reactants are: [CH3:1][O:2][CH2:3][C:4]1[CH:5]=[C:6]([CH:10]([NH2:18])[CH2:11][C:12]2[CH:17]=[CH:16][CH:15]=[CH:14][CH:13]=2)[CH:7]=[CH:8][CH:9]=1.[CH3:19][N:20]1[CH:24]=[C:23]([C:25]2[C:29]([CH3:30])=[C:28]([NH:31][C:32](=O)[O:33]C3C=CC=CC=3)[N:27]([C:41]3[CH:46]=[CH:45][CH:44]=[CH:43][CH:42]=3)[N:26]=2)[CH:22]=[N:21]1. (4) Given the product [C:1]([O:5][C:6]([N:8]1[CH2:13][CH2:12][CH:11]([CH2:14][NH:15][C:17]2[CH:22]=[CH:21][CH:20]=[C:19]([Cl:23])[CH:18]=2)[CH2:10][CH2:9]1)=[O:7])([CH3:4])([CH3:3])[CH3:2], predict the reactants needed to synthesize it. The reactants are: [C:1]([O:5][C:6]([N:8]1[CH2:13][CH2:12][CH:11]([CH2:14][NH2:15])[CH2:10][CH2:9]1)=[O:7])([CH3:4])([CH3:3])[CH3:2].Br[C:17]1[CH:18]=[C:19]([Cl:23])[CH:20]=[CH:21][CH:22]=1.CC(C)([O-])C.[Na+].C1(P(C2C=CC=CC=2)C2C3OC4C(=CC=CC=4P(C4C=CC=CC=4)C4C=CC=CC=4)C(C)(C)C=3C=CC=2)C=CC=CC=1.C(=O)([O-])O.[Na+]. (5) Given the product [CH:18]1([CH2:17][NH:16][C:14]([C:11]2[CH:12]=[CH:13][C:8]([C:6]3[C:5]([CH3:21])=[CH:4][CH:3]=[C:2]([NH:1][C:33]([C:31]4[S:32][C:28]([C:23]5[CH:24]=[CH:25][CH:26]=[CH:27][N:22]=5)=[CH:29][CH:30]=4)=[O:34])[CH:7]=3)=[CH:9][CH:10]=2)=[O:15])[CH2:20][CH2:19]1, predict the reactants needed to synthesize it. The reactants are: [NH2:1][C:2]1[CH:3]=[CH:4][C:5]([CH3:21])=[C:6]([C:8]2[CH:13]=[CH:12][C:11]([C:14]([NH:16][CH2:17][CH:18]3[CH2:20][CH2:19]3)=[O:15])=[CH:10][CH:9]=2)[CH:7]=1.[N:22]1[CH:27]=[CH:26][CH:25]=[CH:24][C:23]=1[C:28]1[S:32][C:31]([C:33](O)=[O:34])=[CH:30][CH:29]=1. (6) Given the product [O:8]1[CH2:13][CH2:12][CH2:11][CH2:10][CH:9]1[O:14][CH2:15][CH2:16][O:17][C:18]1[S:19][CH:20]=[C:21]([C:23]#[N:25])[N:22]=1, predict the reactants needed to synthesize it. The reactants are: C(N(CC)CC)C.[O:8]1[CH2:13][CH2:12][CH2:11][CH2:10][CH:9]1[O:14][CH2:15][CH2:16][O:17][C:18]1[S:19][CH:20]=[C:21]([C:23]([NH2:25])=O)[N:22]=1.P(Cl)(Cl)(Cl)=O. (7) The reactants are: O.C1(C)C(S(O)(=O)=O)=CC=CC=1.[CH3:13][O:14][C:15]1[C:16]([OH:34])=[CH:17][C:18]2[CH2:19][CH2:20][C@@H:21]3[C@@H:30]([C:31]=2[CH:32]=1)[CH2:29][CH2:28][C@@:26]1([CH3:27])[C@H:22]3[CH:23]=[CH:24][C:25]1=[O:33].[C:35](OC(C)=C)(=[O:37])[CH3:36].[C:42](OC(=O)C)(=[O:44])[CH3:43]. Given the product [CH3:13][O:14][C:15]1[C:16]([O:34][C:42](=[O:44])[CH3:43])=[CH:17][C:18]2[CH2:19][CH2:20][C@@H:21]3[C@@H:30]([C:31]=2[CH:32]=1)[CH2:29][CH2:28][C@@:26]1([CH3:27])[C:22]3=[CH:23][CH:24]=[C:25]1[O:33][C:35](=[O:37])[CH3:36], predict the reactants needed to synthesize it.